From a dataset of Reaction yield outcomes from USPTO patents with 853,638 reactions. Predict the reaction yield, written as a fraction of the theoretical maximum amount of product (1.0 means a 100% yield; for example, 0.34 means a 34% yield). (1) The reactants are [Cl:1][C:2]1[CH:21]=[CH:20][C:5]([CH2:6][NH:7][C:8]([C:10]2[CH:11]=[CH:12][C:13]3[S:17][CH:16]=[CH:15][C:14]=3[C:18]=2[OH:19])=[O:9])=[CH:4][CH:3]=1.[Cl-].[CH2:23]=[N+:24]1[CH2:29][CH2:28][O:27][CH2:26][CH2:25]1.C(=O)(O)[O-].[Na+]. The catalyst is C(#N)C. The product is [Cl:1][C:2]1[CH:3]=[CH:4][C:5]([CH2:6][NH:7][C:8]([C:10]2[CH:11]=[CH:12][C:13]3[S:17][C:16]([CH2:23][N:24]4[CH2:29][CH2:28][O:27][CH2:26][CH2:25]4)=[CH:15][C:14]=3[C:18]=2[OH:19])=[O:9])=[CH:20][CH:21]=1. The yield is 0.760. (2) The reactants are [CH:1]1([CH2:6][C:7]2[C:12]([F:13])=[C:11]([F:14])[CH:10]=[CH:9][C:8]=2OS(C(F)(F)F)(=O)=O)[CH2:5][CH:4]=[CH:3][CH2:2]1.C(N(C(C)C)CC)(C)C.C([O-])(=O)C.[K+]. The catalyst is CN(C=O)C.[Cl-].[Na+].O.C([O-])(=O)C.[Pd+2].C([O-])(=O)C.C1(C)C=CC=CC=1P(C1C=CC=CC=1C)C1C=CC=CC=1C. The product is [F:14][C:11]1[CH:10]=[CH:9][C:8]2[CH:4]3[CH2:5][CH:1]([CH2:6][C:7]=2[C:12]=1[F:13])[CH:2]=[CH:3]3. The yield is 0.600. (3) The reactants are Br[C:2]1[CH:9]=[C:8]([N:10]2[C:18]3[CH2:17][C:16]([CH3:20])([CH3:19])[CH2:15][C:14](=[O:21])[C:13]=3[C:12]([C:22]([F:25])([F:24])[F:23])=[N:11]2)[CH:7]=[CH:6][C:3]=1[C:4]#[N:5].[CH3:26][N:27]([CH3:40])[CH2:28][CH2:29][O:30][C:31]1[CH:32]=[C:33]([NH2:39])[CH:34]=[CH:35][C:36]=1[O:37][CH3:38].CC([O-:45])(C)C.[Na+].[OH-].[Na+].OO. The catalyst is C1(C)C=CC=CC=1.CC([O-])=O.CC([O-])=O.[Pd+2].C1C=CC(P(C2C=CC=CC=2)[C-]2C=CC=C2)=CC=1.C1C=CC(P(C2C=CC=CC=2)[C-]2C=CC=C2)=CC=1.[Fe+2]. The product is [CH3:40][N:27]([CH3:26])[CH2:28][CH2:29][O:30][C:31]1[CH:32]=[C:33]([NH:39][C:2]2[CH:9]=[C:8]([N:10]3[C:18]4[CH2:17][C:16]([CH3:20])([CH3:19])[CH2:15][C:14](=[O:21])[C:13]=4[C:12]([C:22]([F:25])([F:24])[F:23])=[N:11]3)[CH:7]=[CH:6][C:3]=2[C:4]([NH2:5])=[O:45])[CH:34]=[CH:35][C:36]=1[O:37][CH3:38]. The yield is 0.710. (4) The reactants are Cl[CH:2]1[NH+:11]2[CH2:12][CH2:13][C:14]3[C:19]([C:10]2=[CH:9][C:8]2[CH:7]=[CH:6][C:5]([O:23][CH3:24])=[C:4]([O:25][CH3:26])[C:3]1=2)=[CH:18][C:17]1[O:20][CH2:21][O:22][C:16]=1[CH:15]=3.[Cl-]. The catalyst is O1CCCC1. The product is [CH3:26][O:25][C:4]1[C:3]2[C:2]3([CH2:7][CH2:8][CH2:3][CH2:2]3)[N:11]3[CH2:12][CH2:13][C:14]4[C:19]([C:10]3=[CH:9][C:8]=2[CH:7]=[CH:6][C:5]=1[O:23][CH3:24])=[CH:18][C:17]1[O:20][CH2:21][O:22][C:16]=1[CH:15]=4. The yield is 0.100. (5) The reactants are [NH2:1][C:2]1[CH:7]=[CH:6][C:5]([OH:8])=[CH:4][C:3]=1[Cl:9].[H-].[Na+].[CH2:12]([O:19][C:20]1[CH:29]=[C:28]2[C:23]([C:24](Cl)=[CH:25][CH:26]=[N:27]2)=[CH:22][C:21]=1[C:31]([O:33][CH3:34])=[O:32])[C:13]1[CH:18]=[CH:17][CH:16]=[CH:15][CH:14]=1.C(OCC)(=O)C. The catalyst is CS(C)=O.O. The product is [NH2:1][C:2]1[CH:7]=[CH:6][C:5]([O:8][C:24]2[C:23]3[C:28](=[CH:29][C:20]([O:19][CH2:12][C:13]4[CH:18]=[CH:17][CH:16]=[CH:15][CH:14]=4)=[C:21]([C:31]([O:33][CH3:34])=[O:32])[CH:22]=3)[N:27]=[CH:26][CH:25]=2)=[CH:4][C:3]=1[Cl:9]. The yield is 0.733. (6) The reactants are [C:1]([O:5][C:6]([NH:8][C@H:9]([C:14]([OH:16])=O)[CH2:10][CH:11]([CH3:13])[CH3:12])=[O:7])([CH3:4])([CH3:3])[CH3:2].C(N1C=CN=C1)(N1C=CN=C1)=O.Cl.[CH3:30][NH:31][O:32][CH3:33].CCN(C(C)C)C(C)C. The catalyst is C1COCC1.CN(C=O)C. The product is [CH3:4][C:1]([O:5][C:6]([NH:8][C@H:9]([C:14]([N:31]([CH3:30])[O:32][CH3:33])=[O:16])[CH2:10][CH:11]([CH3:12])[CH3:13])=[O:7])([CH3:2])[CH3:3]. The yield is 0.660. (7) The reactants are [CH3:1][C:2]1[NH:7][C:6](=[O:8])[C:5]([C:9]#[N:10])=[C:4]([CH2:11][N:12]2[CH2:17][CH2:16][O:15][CH2:14][CH2:13]2)[CH:3]=1.Cl.O1CCOCC1. The catalyst is CC(O)=O.[Ni]. The product is [NH2:10][CH2:9][C:5]1[C:6](=[O:8])[NH:7][C:2]([CH3:1])=[CH:3][C:4]=1[CH2:11][N:12]1[CH2:17][CH2:16][O:15][CH2:14][CH2:13]1. The yield is 0.950. (8) The reactants are [CH3:1][O:2][C:3]1[CH:4]=[C:5]2[C:10](=[CH:11][CH:12]=1)[CH:9]=[C:8]([CH:13]([CH3:37])[C:14]([O:16][C@H:17]([C:27]1[CH:32]=[CH:31][C:30]([O:33][CH3:34])=[C:29]([O:35][CH3:36])[CH:28]=1)[CH2:18][C:19]1[C:24]([Cl:25])=[CH:23][N:22]=[CH:21][C:20]=1[Cl:26])=[O:15])[CH:7]=[CH:6]2.CO. The catalyst is C(Cl)(Cl)Cl. The product is [CH3:1][O:2][C:3]1[CH:4]=[C:5]2[C:10](=[CH:11][CH:12]=1)[CH:9]=[C:8]([C@@H:13]([CH3:37])[C:14]([O:16][C@H:17]([C:27]1[CH:32]=[CH:31][C:30]([O:33][CH3:34])=[C:29]([O:35][CH3:36])[CH:28]=1)[CH2:18][C:19]1[C:24]([Cl:25])=[CH:23][N:22]=[CH:21][C:20]=1[Cl:26])=[O:15])[CH:7]=[CH:6]2. The yield is 0.880.